Dataset: Catalyst prediction with 721,799 reactions and 888 catalyst types from USPTO. Task: Predict which catalyst facilitates the given reaction. (1) Reactant: [Cl:1][C:2]1[C:3]2[C:12]([C:13]([NH2:15])=O)=[CH:11][N:10]([CH2:16][O:17][CH2:18][CH2:19][Si:20]([CH3:23])([CH3:22])[CH3:21])[C:4]=2[N:5]=[C:6]([S:8][CH3:9])[N:7]=1.CCN(CC)CC.C(OC(C(F)(F)F)=O)(C(F)(F)F)=O. Product: [Cl:1][C:2]1[C:3]2[C:12]([C:13]#[N:15])=[CH:11][N:10]([CH2:16][O:17][CH2:18][CH2:19][Si:20]([CH3:21])([CH3:23])[CH3:22])[C:4]=2[N:5]=[C:6]([S:8][CH3:9])[N:7]=1. The catalyst class is: 2. (2) Reactant: [Cl:1][C:2]1[CH:10]=[C:9]([N:11]2[CH2:16][CH2:15][O:14][CH2:13][S:12]2(=[O:18])=[O:17])[CH:8]=[CH:7][C:3]=1[C:4]([OH:6])=O.[NH2:19][C:20]1[CH:21]=[CH:22][C:23]([Cl:36])=[C:24]([NH:26][C:27](=[O:35])[C:28]2[CH:33]=[CH:32][C:31]([Cl:34])=[CH:30][CH:29]=2)[CH:25]=1.CN(C(ON1N=NC2C=CC=NC1=2)=[N+](C)C)C.F[P-](F)(F)(F)(F)F.CCN(C(C)C)C(C)C. Product: [Cl:1][C:2]1[CH:10]=[C:9]([N:11]2[CH2:16][CH2:15][O:14][CH2:13][S:12]2(=[O:18])=[O:17])[CH:8]=[CH:7][C:3]=1[C:4]([NH:19][C:20]1[CH:21]=[CH:22][C:23]([Cl:36])=[C:24]([NH:26][C:27](=[O:35])[C:28]2[CH:33]=[CH:32][C:31]([Cl:34])=[CH:30][CH:29]=2)[CH:25]=1)=[O:6]. The catalyst class is: 31. (3) Reactant: [Cl-].[NH4+].[N+:3]([C:6]1[CH:7]=[C:8]([C:15]2[CH:20]=[CH:19][C:18]([C@@H:21]([OH:25])[CH:22]([F:24])[F:23])=[CH:17][CH:16]=2)[CH:9]=[C:10]([N+:12]([O-])=O)[CH:11]=1)([O-])=O. Product: [NH2:3][C:6]1[CH:7]=[C:8]([C:15]2[CH:20]=[CH:19][C:18]([C@@H:21]([OH:25])[CH:22]([F:23])[F:24])=[CH:17][CH:16]=2)[CH:9]=[C:10]([NH2:12])[CH:11]=1. The catalyst class is: 190. (4) Reactant: [Cl:1][C:2]1[CH:3]=[C:4]([C:9]([C:11]2[N:20]=[C:19]([NH:21][C:22]3[CH:26]=[C:25]([CH3:27])[NH:24][N:23]=3)[C:18]3[C:13](=[CH:14][CH:15]=[CH:16][CH:17]=3)[N:12]=2)=[O:10])[CH:5]=[CH:6][C:7]=1[F:8].[BH4-].[Na+]. Product: [Cl:1][C:2]1[CH:3]=[C:4]([CH:9]([C:11]2[N:20]=[C:19]([NH:21][C:22]3[CH:26]=[C:25]([CH3:27])[NH:24][N:23]=3)[C:18]3[C:13](=[CH:14][CH:15]=[CH:16][CH:17]=3)[N:12]=2)[OH:10])[CH:5]=[CH:6][C:7]=1[F:8]. The catalyst class is: 92. (5) Reactant: [OH-].[Na+].[Cl:3][C:4]1[CH:9]=[CH:8][CH:7]=[C:6]([Cl:10])[C:5]=1[C:11]1[C:15]([CH2:16][O:17][C:18]2[CH:23]=[CH:22][C:21]([C:24]3[CH:25]=[C:26]4[C:31](=[CH:32][CH:33]=3)[N:30]=[C:29]([C:34]([O:36]CC)=[O:35])[N:28]=[C:27]4[CH3:39])=[CH:20][CH:19]=2)=[C:14]([CH:40]([CH3:42])[CH3:41])[O:13][N:12]=1.Cl.O. Product: [Cl:3][C:4]1[CH:9]=[CH:8][CH:7]=[C:6]([Cl:10])[C:5]=1[C:11]1[C:15]([CH2:16][O:17][C:18]2[CH:19]=[CH:20][C:21]([C:24]3[CH:25]=[C:26]4[C:31](=[CH:32][CH:33]=3)[N:30]=[C:29]([C:34]([OH:36])=[O:35])[N:28]=[C:27]4[CH3:39])=[CH:22][CH:23]=2)=[C:14]([CH:40]([CH3:42])[CH3:41])[O:13][N:12]=1. The catalyst class is: 83. (6) Reactant: [OH-].[Li+].[CH2:3]([N:5]([CH:20]1[C:28]2[C:23](=[CH:24][CH:25]=[C:26]([C:29]3[CH:34]=[CH:33][CH:32]=[C:31]([F:35])[CH:30]=3)[CH:27]=2)[CH2:22][CH2:21]1)[C:6]1[CH:7]=[C:8]([CH:17]=[CH:18][CH:19]=1)[O:9][CH2:10][C:11]([O:13]C(C)C)=[O:12])[CH3:4]. Product: [CH2:3]([N:5]([CH:20]1[C:28]2[C:23](=[CH:24][CH:25]=[C:26]([C:29]3[CH:34]=[CH:33][CH:32]=[C:31]([F:35])[CH:30]=3)[CH:27]=2)[CH2:22][CH2:21]1)[C:6]1[CH:7]=[C:8]([CH:17]=[CH:18][CH:19]=1)[O:9][CH2:10][C:11]([OH:13])=[O:12])[CH3:4]. The catalyst class is: 1.